This data is from Reaction yield outcomes from USPTO patents with 853,638 reactions. The task is: Predict the reaction yield, written as a fraction of the theoretical maximum amount of product (1.0 means a 100% yield; for example, 0.34 means a 34% yield). (1) The reactants are [NH2:1][C:2]1[N:6]([C:7]2[CH:12]=[CH:11][CH:10]=[C:9]([C:13]([F:16])([F:15])[F:14])[CH:8]=2)[N:5]=[CH:4][C:3]=1C(OCC)=O.Cl. The catalyst is O1CCOCC1. The product is [F:16][C:13]([F:14])([F:15])[C:9]1[CH:8]=[C:7]([N:6]2[C:2]([NH2:1])=[CH:3][CH:4]=[N:5]2)[CH:12]=[CH:11][CH:10]=1. The yield is 0.630. (2) The reactants are [Br:1][C:2]1[CH:3]=[C:4]([CH:6]=[CH:7][CH:8]=1)[NH2:5].[F:9][C:10]([F:15])([F:14])[CH:11]1[O:13][CH2:12]1. No catalyst specified. The product is [Br:1][C:2]1[CH:3]=[C:4]([NH:5][CH2:12][CH:11]([OH:13])[C:10]([F:15])([F:14])[F:9])[CH:6]=[CH:7][CH:8]=1. The yield is 0.840. (3) The reactants are [C:1]([CH2:4][N:5]1[C@H:8]([C@H:9]([C:11]([C:13]2[CH:18]=[CH:17][C:16]([Cl:19])=[CH:15][CH:14]=2)=[S:12])[CH3:10])[C@@H:7]([C@H:20]([OH:22])[CH3:21])[C:6]1=[O:23])([OH:3])=[O:2].[C:24]([O:30][CH2:31]Cl)(=[O:29])[C:25]([CH3:28])([CH3:27])[CH3:26].[I-].[Na+].C(N(C(C)C)CC)(C)C. The catalyst is CN(C)C=O.C1(C)C=CC=CC=1. The product is [Cl:19][C:16]1[CH:15]=[CH:14][C:13]([C:11]([C@@H:9]([C@H:8]2[N:5]([CH2:4][C:1]([O:3][CH2:31][O:30][C:24](=[O:29])[C:25]([CH3:28])([CH3:27])[CH3:26])=[O:2])[C:6](=[O:23])[C@@H:7]2[C@H:20]([OH:22])[CH3:21])[CH3:10])=[S:12])=[CH:18][CH:17]=1. The yield is 0.927. (4) The catalyst is O1CCCC1.O. The reactants are [Br:1][C:2]1[C:7]([O:8][CH2:9][C:10]([O:12]CC)=[O:11])=[C:6]([O:15][CH3:16])[C:5]([O:17][CH:18]([F:20])[F:19])=[CH:4][CH:3]=1.[OH-].[Li+]. The product is [Br:1][C:2]1[C:7]([O:8][CH2:9][C:10]([OH:12])=[O:11])=[C:6]([O:15][CH3:16])[C:5]([O:17][CH:18]([F:19])[F:20])=[CH:4][CH:3]=1. The yield is 0.660. (5) The reactants are [Br:1][C:2]1[CH:3]=[N:4][CH:5]=[C:6]([CH:10]=1)[C:7](Cl)=[O:8].Br[C:12]1[CH:13]=[N:14][CH:15]=[C:16]([CH:20]=1)C(O)=O.C([N:23]([CH2:26]C)CC)C.O.C[N:30](C)C=O. The catalyst is ClCCl. The product is [N:14]1[CH:13]=[CH:12][CH:20]=[CH:16][C:15]=1[C:26]1[N:23]=[C:7]([C:6]2[CH:5]=[N:4][CH:3]=[C:2]([Br:1])[CH:10]=2)[O:8][N:30]=1. The yield is 0.850. (6) The reactants are [CH3:1][O:2][C:3]1[CH:4]=[C:5]([C:11]([N+:23]([O-])=O)=[CH:12][C:13]=1[O:14][CH2:15][CH:16]1[CH2:21][CH2:20][N:19]([CH3:22])[CH2:18][CH2:17]1)[C:6]([O:8][CH2:9][CH3:10])=[O:7].[H][H]. The catalyst is CO.[Pt]. The yield is 0.800. The product is [NH2:23][C:11]1[C:5]([C:6]([O:8][CH2:9][CH3:10])=[O:7])=[CH:4][C:3]([O:2][CH3:1])=[C:13]([O:14][CH2:15][CH:16]2[CH2:21][CH2:20][N:19]([CH3:22])[CH2:18][CH2:17]2)[CH:12]=1. (7) The reactants are Br[C:2]1[N:7]=[C:6]([N:8]2[CH2:13][CH2:12][O:11][CH2:10][C@H:9]2[CH3:14])[C:5]2[N:15]=[CH:16][NH:17][C:4]=2[CH:3]=1.[C:18]([C:20]([C:23]1[CH:24]=[C:25]([CH:45]=[CH:46][N:47]=1)[C:26]([NH:28][C:29]1[CH:34]=[CH:33][C:32]([CH3:35])=[C:31](B2OC(C)(C)C(C)(C)O2)[CH:30]=1)=[O:27])([CH3:22])[CH3:21])#[N:19].C([O-])([O-])=O.[Na+].[Na+].C(Cl)Cl. The catalyst is COCCOC. The product is [C:18]([C:20]([C:23]1[CH:24]=[C:25]([CH:45]=[CH:46][N:47]=1)[C:26]([NH:28][C:29]1[CH:30]=[CH:31][C:32]([CH3:35])=[C:33]([C:2]2[N:7]=[C:6]([N:8]3[CH2:13][CH2:12][O:11][CH2:10][C@H:9]3[CH3:14])[C:5]3[N:15]=[CH:16][NH:17][C:4]=3[CH:3]=2)[CH:34]=1)=[O:27])([CH3:22])[CH3:21])#[N:19]. The yield is 0.240. (8) The reactants are [Cl:1][C:2]1[CH:3]=[C:4]([C:8]2[O:12][N:11]=[C:10]([CH:13](O)[CH3:14])[N:9]=2)[CH:5]=[CH:6][CH:7]=1.O=S(Cl)[Cl:18]. The catalyst is CN(C=O)C. The product is [Cl:18][CH:13]([C:10]1[N:9]=[C:8]([C:4]2[CH:5]=[CH:6][CH:7]=[C:2]([Cl:1])[CH:3]=2)[O:12][N:11]=1)[CH3:14]. The yield is 0.930.